Dataset: Forward reaction prediction with 1.9M reactions from USPTO patents (1976-2016). Task: Predict the product of the given reaction. (1) Given the reactants [CH3:1][C:2]1[C:3]([NH:11][C:12](=[O:17])[C:13]([F:16])([F:15])[F:14])=[C:4]([C:7]([O:9][CH3:10])=[O:8])[S:5][CH:6]=1.C(O)(=O)C.[Br:22]N1C(=O)CCC1=O.O, predict the reaction product. The product is: [Br:22][C:6]1[S:5][C:4]([C:7]([O:9][CH3:10])=[O:8])=[C:3]([NH:11][C:12](=[O:17])[C:13]([F:16])([F:14])[F:15])[C:2]=1[CH3:1]. (2) Given the reactants [NH2:1][C:2]1[C:7]([C:8]([OH:10])=[O:9])=[CH:6][N:5]=[CH:4][C:3]=1[Br:11].N1C=CC=CC=1.[F:18][C:19]([F:30])([F:29])[C:20]1[CH:21]=[C:22]([CH:26]=[CH:27][CH:28]=1)[C:23](Cl)=O, predict the reaction product. The product is: [Br:11][C:3]1[C:2]2[N:1]=[C:23]([C:22]3[CH:26]=[CH:27][CH:28]=[C:20]([C:19]([F:18])([F:29])[F:30])[CH:21]=3)[O:9][C:8](=[O:10])[C:7]=2[CH:6]=[N:5][CH:4]=1. (3) Given the reactants [Cl:1][C:2]1[C:11]2[N:10]=[C:9]([CH3:12])[C:8]([CH2:13][C:14]3[CH:19]=[CH:18][C:17]([S:20]([CH3:23])(=[O:22])=[O:21])=[CH:16][CH:15]=3)=[C:7]([CH3:24])[C:6]=2[C:5]([OH:25])=[CH:4][CH:3]=1.C1C=CC(N([S:33]([C:36]([F:39])([F:38])[F:37])(=[O:35])=[O:34])[S:33]([C:36]([F:39])([F:38])[F:37])(=[O:35])=[O:34])=CC=1.C(=O)([O-])[O-].[K+].[K+], predict the reaction product. The product is: [Cl:1][C:2]1[CH:3]=[CH:4][C:5]([O:25][S:33]([C:36]([F:39])([F:38])[F:37])(=[O:35])=[O:34])=[C:6]2[C:11]=1[N:10]=[C:9]([CH3:12])[C:8]([CH2:13][C:14]1[CH:19]=[CH:18][C:17]([S:20]([CH3:23])(=[O:21])=[O:22])=[CH:16][CH:15]=1)=[C:7]2[CH3:24]. (4) Given the reactants [OH:1][N:2]1[C:7]([CH3:9])([CH3:8])[CH2:6][C:5](=O)[CH2:4][C:3]1([CH3:12])[CH3:11].[NH2:13][CH2:14][CH2:15][NH:16][CH2:17][CH2:18][NH2:19].[H][H], predict the reaction product. The product is: [OH:1][N:2]1[C:7]([CH3:9])([CH3:8])[CH2:6][CH:5]([NH:13][CH2:14][CH2:15][NH:16][CH2:17][CH2:18][NH:19][CH:5]2[CH2:6][C:7]([CH3:8])([CH3:9])[N:2]([OH:1])[C:3]([CH3:12])([CH3:11])[CH2:4]2)[CH2:4][C:3]1([CH3:12])[CH3:11]. (5) Given the reactants Br[CH2:2][C:3]1[CH:8]=[CH:7][C:6]([NH:9]C(=O)C(F)(F)F)=[CH:5][C:4]=1[C:16]([F:19])([F:18])[F:17].Cl.Cl.[CH3:22][N:23]1[CH:28]2[CH2:29][CH2:30][CH2:31][CH:24]1[CH2:25][NH:26][CH2:27]2.C(N(C(C)C)C(C)C)C, predict the reaction product. The product is: [CH3:22][N:23]1[CH:28]2[CH2:29][CH2:30][CH2:31][CH:24]1[CH2:25][N:26]([CH2:2][C:3]1[CH:8]=[CH:7][C:6]([NH2:9])=[CH:5][C:4]=1[C:16]([F:17])([F:18])[F:19])[CH2:27]2.